From a dataset of Merck oncology drug combination screen with 23,052 pairs across 39 cell lines. Regression. Given two drug SMILES strings and cell line genomic features, predict the synergy score measuring deviation from expected non-interaction effect. Drug 1: CS(=O)(=O)CCNCc1ccc(-c2ccc3ncnc(Nc4ccc(OCc5cccc(F)c5)c(Cl)c4)c3c2)o1. Drug 2: CCC1(O)C(=O)OCc2c1cc1n(c2=O)Cc2cc3c(CN(C)C)c(O)ccc3nc2-1. Cell line: UWB1289BRCA1. Synergy scores: synergy=1.27.